Dataset: Full USPTO retrosynthesis dataset with 1.9M reactions from patents (1976-2016). Task: Predict the reactants needed to synthesize the given product. (1) Given the product [CH3:9][NH:8][C:6](=[O:7])[C:5]1[CH:4]=[CH:3][C:2]([NH:1][C:13]2[CH:22]=[C:21]([N:23]3[CH:27]=[CH:26][C:25]([C:28]([F:31])([F:29])[F:30])=[N:24]3)[C:20]3[C:15](=[CH:16][CH:17]=[CH:18][CH:19]=3)[N:14]=2)=[CH:11][CH:10]=1, predict the reactants needed to synthesize it. The reactants are: [NH2:1][C:2]1[CH:11]=[CH:10][C:5]([C:6]([NH:8][CH3:9])=[O:7])=[CH:4][CH:3]=1.Cl[C:13]1[CH:22]=[C:21]([N:23]2[CH:27]=[CH:26][C:25]([C:28]([F:31])([F:30])[F:29])=[N:24]2)[C:20]2[C:15](=[CH:16][CH:17]=[CH:18][CH:19]=2)[N:14]=1. (2) Given the product [CH3:35][C:5]([O:7][C:8]1[CH:13]=[CH:12][C:11]([O:14][CH2:15][CH2:16][C:17]2[N:18]([CH3:33])[N:19]=[C:20]([C:22]3[CH:23]=[CH:24][C:25]([O:28][C:29]([F:31])([F:30])[F:32])=[CH:26][CH:27]=3)[CH:21]=2)=[CH:10][C:9]=1[CH3:34])([CH3:6])[C:4]([OH:36])=[O:3], predict the reactants needed to synthesize it. The reactants are: C([O:3][C:4](=[O:36])[C:5]([CH3:35])([O:7][C:8]1[CH:13]=[CH:12][C:11]([O:14][CH2:15][CH2:16][C:17]2[N:18]([CH3:33])[N:19]=[C:20]([C:22]3[CH:27]=[CH:26][C:25]([O:28][C:29]([F:32])([F:31])[F:30])=[CH:24][CH:23]=3)[CH:21]=2)=[CH:10][C:9]=1[CH3:34])[CH3:6])C.[Li+].[OH-]. (3) Given the product [C:15]([O:14][C:12]([NH:11][C:9]1[O:10][C:4]2[C:5](=[N:6][CH:7]=[C:2]([C:28]3[CH2:29][CH2:30][N:25]([CH3:24])[CH2:26][CH:27]=3)[CH:3]=2)[C:8]=1[C:19]([O:21][CH2:22][CH3:23])=[O:20])=[O:13])([CH3:18])([CH3:17])[CH3:16], predict the reactants needed to synthesize it. The reactants are: Br[C:2]1[CH:3]=[C:4]2[O:10][C:9]([NH:11][C:12]([O:14][C:15]([CH3:18])([CH3:17])[CH3:16])=[O:13])=[C:8]([C:19]([O:21][CH2:22][CH3:23])=[O:20])[C:5]2=[N:6][CH:7]=1.[CH3:24][N:25]1[CH2:30][CH:29]=[C:28](B2OC(C)(C)C(C)(C)O2)[CH2:27][CH2:26]1.[O-]P([O-])([O-])=O.[K+].[K+].[K+]. (4) Given the product [C:26]([C:24]([C:1](=[O:23])[CH:2]=[CH:3][CH:4]=[CH:5][CH:6]=[CH:7][CH:8]=[CH:9][CH:10]=[CH:11][CH:12]=[CH:13][CH2:14][CH2:15][CH2:16][CH2:17][CH2:18][CH2:19][CH2:20][CH2:21][CH3:22])=[O:25])(=[O:48])[CH:27]=[CH:28][CH:29]=[CH:30][CH:31]=[CH:32][CH:33]=[CH:34][CH:35]=[CH:36][CH:37]=[CH:38][CH2:39][CH2:40][CH2:41][CH2:42][CH2:43][CH2:44][CH2:45][CH2:46][CH3:47], predict the reactants needed to synthesize it. The reactants are: [C:1]([CH:24]([C:26](=[O:48])[CH:27]=[CH:28][CH:29]=[CH:30][CH:31]=[CH:32][CH:33]=[CH:34][CH:35]=[CH:36][CH:37]=[CH:38][CH2:39][CH2:40][CH2:41][CH2:42][CH2:43][CH2:44][CH2:45][CH2:46][CH3:47])[OH:25])(=[O:23])[CH:2]=[CH:3][CH:4]=[CH:5][CH:6]=[CH:7][CH:8]=[CH:9][CH:10]=[CH:11][CH:12]=[CH:13][CH2:14][CH2:15][CH2:16][CH2:17][CH2:18][CH2:19][CH2:20][CH2:21][CH3:22].C(=O)([O-])[O-].[K+].[K+].[Cr](Cl)([O-])(=O)=O.[NH+]1C=CC=CC=1.CCOCC. (5) Given the product [CH:1]1([CH2:6][N:7]2[C:11]3=[N:12][CH:13]=[C:14]([F:16])[CH:15]=[C:10]3[C:9]([C:17](=[NH:18])[NH:19][NH2:22])=[N:8]2)[CH2:2][CH2:3][CH2:4][CH2:5]1, predict the reactants needed to synthesize it. The reactants are: [CH:1]1([CH2:6][N:7]2[C:11]3=[N:12][CH:13]=[C:14]([F:16])[CH:15]=[C:10]3[C:9]([C:17](=[NH:19])[NH2:18])=[N:8]2)[CH2:5][CH2:4][CH2:3][CH2:2]1.C([N:22](CC)CC)C.O.NN. (6) Given the product [CH:1]1([CH:7]([NH:29][C:30]2[CH:31]=[CH:32][C:33]([C:36]([O:38][CH3:39])=[O:37])=[N:34][CH:35]=2)[C:9]2[O:10][C:11]3[CH:18]=[CH:17][C:16]([F:19])=[CH:15][C:12]=3[C:13]=2[CH3:14])[CH2:6][CH2:5][CH2:4][CH2:3][CH2:2]1, predict the reactants needed to synthesize it. The reactants are: [CH:1]1([CH:7]([C:9]2[O:10][C:11]3[CH:18]=[CH:17][C:16]([F:19])=[CH:15][C:12]=3[C:13]=2[CH3:14])O)[CH2:6][CH2:5][CH2:4][CH2:3][CH2:2]1.S(Cl)(Cl)=O.C(=O)([O-])O.[Na+].[NH2:29][C:30]1[CH:31]=[CH:32][C:33]([C:36]([O:38][CH3:39])=[O:37])=[N:34][CH:35]=1.[I-].[Na+].C(=O)([O-])[O-].[Na+].[Na+].[Cl-].[NH4+].